This data is from Forward reaction prediction with 1.9M reactions from USPTO patents (1976-2016). The task is: Predict the product of the given reaction. (1) The product is: [NH2:20][CH2:19][CH2:18][NH:21][C:2]1[CH:3]=[CH:4][C:5]2[C:11](=[O:12])[C:10]3[CH:13]=[CH:14][CH:15]=[CH:16][C:9]=3[CH2:8][O:7][C:6]=2[CH:17]=1. Given the reactants F[C:2]1[CH:3]=[CH:4][C:5]2[C:11](=[O:12])[C:10]3[CH:13]=[CH:14][CH:15]=[CH:16][C:9]=3[CH2:8][O:7][C:6]=2[CH:17]=1.[CH2:18]([NH2:21])[CH2:19][NH2:20], predict the reaction product. (2) Given the reactants ClC1C(C(=O)N(CCCC)CCCC)=NN(C2C=CC(C(O)=O)=CC=2C(OCC)=O)C=1C.[C:33]([O:37][C:38](=[O:86])/[CH:39]=[CH:40]/[C:41]1[C:42]([C:75](=[O:85])[N:76]([CH2:81][CH2:82][CH2:83][CH3:84])[CH2:77][CH2:78][CH2:79][CH3:80])=[N:43][N:44]([C:47]2[CH:62]=[CH:61][C:50]([C:51]([O:53]CC3C=CC=CC=3)=[O:52])=[CH:49][C:48]=2[C:63]([N:65]2[CH2:74][CH2:73][C:72]3[C:67](=[CH:68][CH:69]=[CH:70][CH:71]=3)[CH2:66]2)=[O:64])[C:45]=1[CH3:46])([CH3:36])([CH3:35])[CH3:34], predict the reaction product. The product is: [C:33]([O:37][C:38](=[O:86])/[CH:39]=[CH:40]/[C:41]1[C:42]([C:75](=[O:85])[N:76]([CH2:81][CH2:82][CH2:83][CH3:84])[CH2:77][CH2:78][CH2:79][CH3:80])=[N:43][N:44]([C:47]2[CH:62]=[CH:61][C:50]([C:51]([OH:53])=[O:52])=[CH:49][C:48]=2[C:63]([N:65]2[CH2:74][CH2:73][C:72]3[C:67](=[CH:68][CH:69]=[CH:70][CH:71]=3)[CH2:66]2)=[O:64])[C:45]=1[CH3:46])([CH3:35])([CH3:34])[CH3:36]. (3) The product is: [CH3:28][C:23]1[CH:22]=[C:21]([NH:20][C:18]2[CH:17]=[CH:16][N:15]=[C:14]([C:3]3[CH:4]=[C:5]([N:8]4[CH2:13][CH2:12][CH2:11][CH2:10][CH2:9]4)[CH:6]=[CH:7][C:2]=3[NH:1][C:36]([C:38]3[CH:39]=[C:40]([CH:49]=[CH:50][CH:51]=3)[CH2:41][S:42][CH2:43][CH2:44][C:45]([O:47][CH3:48])=[O:46])=[O:37])[CH:19]=2)[CH:26]=[CH:25][C:24]=1[CH3:27]. Given the reactants [NH2:1][C:2]1[CH:7]=[CH:6][C:5]([N:8]2[CH2:13][CH2:12][CH2:11][CH2:10][CH2:9]2)=[CH:4][C:3]=1[C:14]1[CH:19]=[C:18]([NH:20][C:21]2[CH:26]=[CH:25][C:24]([CH3:27])=[C:23]([CH3:28])[CH:22]=2)[CH:17]=[CH:16][N:15]=1.N1C=CC=CC=1.Cl[C:36]([C:38]1[CH:39]=[C:40]([CH:49]=[CH:50][CH:51]=1)[CH2:41][S:42][CH2:43][CH2:44][C:45]([O:47][CH3:48])=[O:46])=[O:37], predict the reaction product. (4) The product is: [Cl:1][C:2]1[C:3]([F:11])=[C:4](/[CH:5]=[CH:18]/[C:19]([O:21][C:22]([CH3:25])([CH3:24])[CH3:23])=[O:20])[C:7]([F:10])=[CH:8][CH:9]=1. Given the reactants [Cl:1][C:2]1[C:3]([F:11])=[C:4]([C:7]([F:10])=[CH:8][CH:9]=1)[CH:5]=O.COP([CH2:18][C:19]([O:21][C:22]([CH3:25])([CH3:24])[CH3:23])=[O:20])(OC)=O.CC([O-])(C)C.[K+], predict the reaction product. (5) Given the reactants [C:1]([N:4]1[C:13]2[C:8](=[CH:9][C:10]([C:14]#[N:15])=[CH:11][CH:12]=2)[C@H:7]([NH:16][C:17]2[CH:22]=[CH:21][CH:20]=[C:19]([O:23][CH2:24][CH2:25][NH2:26])[N:18]=2)[C@@H:6]([CH3:27])[C@@H:5]1[CH:28]1[CH2:30][CH2:29]1)(=[O:3])[CH3:2].N1C=CC=CC=1.[C:37](Cl)(=[O:39])[CH3:38], predict the reaction product. The product is: [C:1]([N:4]1[C:13]2[C:8](=[CH:9][C:10]([C:14]#[N:15])=[CH:11][CH:12]=2)[C@H:7]([NH:16][C:17]2[N:18]=[C:19]([O:23][CH2:24][CH2:25][NH:26][C:37](=[O:39])[CH3:38])[CH:20]=[CH:21][CH:22]=2)[C@@H:6]([CH3:27])[C@@H:5]1[CH:28]1[CH2:30][CH2:29]1)(=[O:3])[CH3:2].